Task: Predict the reaction yield, written as a fraction of the theoretical maximum amount of product (1.0 means a 100% yield; for example, 0.34 means a 34% yield).. Dataset: Reaction yield outcomes from USPTO patents with 853,638 reactions (1) The reactants are [CH3:1][C:2]1[CH:7]=[C:6]([CH:8]2[CH2:13][CH2:12][CH:11]([CH:14]([CH3:18])C(O)=O)[CH2:10][CH2:9]2)[CH:5]=[CH:4][N:3]=1.P([N:35]=[N+]=[N-])(=O)(OC1C=CC=CC=1)OC1C=CC=CC=1.C(N(CC)CC)C.[OH-].[Li+].[N-]=C=O. The catalyst is C1(C)C=CC=CC=1.O. The product is [CH3:1][C:2]1[CH:7]=[C:6]([CH:8]2[CH2:13][CH2:12][CH:11]([CH:14]([NH2:35])[CH3:18])[CH2:10][CH2:9]2)[CH:5]=[CH:4][N:3]=1. The yield is 0.661. (2) The reactants are [S:1]1[C:9]2[C:4](=[N:5][CH:6]=[CH:7][C:8]=2[SH:10])[CH:3]=[CH:2]1.S(Cl)(Cl)(=O)=O. The catalyst is ClCCl. The product is [S:1]1[C:9]2[C:4](=[N:5][CH:6]=[CH:7][C:8]=2[S:10][S:10][C:8]2[CH:7]=[CH:6][N:5]=[C:4]3[CH:3]=[CH:2][S:1][C:9]=23)[CH:3]=[CH:2]1. The yield is 0.460. (3) The reactants are [O:1]1[CH2:5][CH2:4][CH:3]([CH2:6][OH:7])[CH2:2]1.[C:8]1([CH3:18])[CH:13]=[CH:12][C:11]([S:14](Cl)(=[O:16])=[O:15])=[CH:10][CH:9]=1.O. The catalyst is C(Cl)Cl.N1C=CC=CC=1. The product is [O:1]1[CH2:5][CH2:4][CH:3]([CH2:6][O:7][S:14]([C:11]2[CH:12]=[CH:13][C:8]([CH3:18])=[CH:9][CH:10]=2)(=[O:16])=[O:15])[CH2:2]1. The yield is 0.980. (4) The reactants are [Cl:1][C:2]1[CH:3]=[C:4]([C:9]2([C:28]([F:31])([F:30])[F:29])[O:13][N:12]=[C:11]([C:14]3[C:22]4[N:18]([CH:19]=[CH:20][CH:21]=4)[C:17]([C:23]([O:25]CC)=[O:24])=[CH:16][CH:15]=3)[CH2:10]2)[CH:5]=[C:6]([Cl:8])[CH:7]=1.[OH-].[Na+].Cl. The catalyst is O.CO. The product is [Cl:8][C:6]1[CH:5]=[C:4]([C:9]2([C:28]([F:29])([F:31])[F:30])[O:13][N:12]=[C:11]([C:14]3[C:22]4[N:18]([CH:19]=[CH:20][CH:21]=4)[C:17]([C:23]([OH:25])=[O:24])=[CH:16][CH:15]=3)[CH2:10]2)[CH:3]=[C:2]([Cl:1])[CH:7]=1. The yield is 0.470.